This data is from Forward reaction prediction with 1.9M reactions from USPTO patents (1976-2016). The task is: Predict the product of the given reaction. (1) Given the reactants C(C1C=CC(C(NC2C=CC(C3C=C4C(CN([C@@H](C(C)C)C(O)=O)C4=O)=CC=3)=NC=2)=O)=CC=1)(C)(C)C.[CH3:37][CH:38]([CH3:74])[C@H:39]([N:44]1[CH2:52][C:51]2[C:46](=[CH:47][C:48]([C:53]3[CH:58]=[N:57][C:56]([NH:59][C:60](=[O:72])[C:61]4[CH:66]=[CH:65][C:64]([O:67][C:68]([F:71])([F:70])[F:69])=[CH:63][CH:62]=4)=[CH:55][N:54]=3)=[CH:49][CH:50]=2)[C:45]1=[O:73])[C:40]([O:42]C)=[O:41], predict the reaction product. The product is: [CH3:37][CH:38]([CH3:74])[C@H:39]([N:44]1[CH2:52][C:51]2[C:46](=[CH:47][C:48]([C:53]3[CH:58]=[N:57][C:56]([NH:59][C:60](=[O:72])[C:61]4[CH:66]=[CH:65][C:64]([O:67][C:68]([F:69])([F:70])[F:71])=[CH:63][CH:62]=4)=[CH:55][N:54]=3)=[CH:49][CH:50]=2)[C:45]1=[O:73])[C:40]([OH:42])=[O:41]. (2) The product is: [OH:8][C@@H:9]1[C@@:26]2([CH3:27])[C:13](=[CH:14][CH:15]=[C:16]3[C@@H:25]2[CH2:24][CH2:23][C@@:21]2([CH3:22])[C@H:17]3[CH2:18][CH:19]=[C:20]2[CH2:28][O:29][CH2:30][CH2:31][CH2:32][C:33]([OH:36])([CH3:35])[CH3:34])[CH2:12][C@@H:11]([OH:44])[CH2:10]1. Given the reactants [Si]([O:8][C@@H:9]1[C@@:26]2([CH3:27])[C:13](=[CH:14][CH:15]=[C:16]3[C@@H:25]2[CH2:24][CH2:23][C@@:21]2([CH3:22])[C@H:17]3[CH2:18][CH:19]=[C:20]2[CH2:28][O:29][CH2:30][CH2:31][CH2:32][C:33]([O:36][Si](CC)(CC)CC)([CH3:35])[CH3:34])[CH2:12][C@@H:11]([O:44][Si](C(C)(C)C)(C)C)[CH2:10]1)(C(C)(C)C)(C)C.O1CCCC1.[F-].C([N+](CCCC)(CCCC)CCCC)CCC, predict the reaction product.